Dataset: Peptide-MHC class II binding affinity with 134,281 pairs from IEDB. Task: Regression. Given a peptide amino acid sequence and an MHC pseudo amino acid sequence, predict their binding affinity value. This is MHC class II binding data. (1) The peptide sequence is IFILDGDNLFPKV. The MHC is DRB1_0401 with pseudo-sequence DRB1_0401. The binding affinity (normalized) is 0.673. (2) The peptide sequence is REVLLLTVGLSLVAC. The MHC is DRB1_0701 with pseudo-sequence DRB1_0701. The binding affinity (normalized) is 0.549. (3) The peptide sequence is RVWEQIFSTWLLKPG. The MHC is HLA-DQA10102-DQB10602 with pseudo-sequence HLA-DQA10102-DQB10602. The binding affinity (normalized) is 0.448. (4) The peptide sequence is DEALNNRFQIKGVEL. The binding affinity (normalized) is 0.116. The MHC is DRB3_0101 with pseudo-sequence DRB3_0101. (5) The peptide sequence is EKKYFAATQFEPLPA. The MHC is HLA-DPA10103-DPB10601 with pseudo-sequence HLA-DPA10103-DPB10601. The binding affinity (normalized) is 1.00. (6) The peptide sequence is GELQMVDKIDAAFKI. The MHC is DRB5_0101 with pseudo-sequence DRB5_0101. The binding affinity (normalized) is 0.428.